Dataset: Full USPTO retrosynthesis dataset with 1.9M reactions from patents (1976-2016). Task: Predict the reactants needed to synthesize the given product. (1) Given the product [Cl:45][C:46]1[CH:51]=[CH:50][C:49]([N:52]2[CH2:57][CH2:56][N:55]([C:16](=[O:18])[CH2:15][N:8]3[C:9]4=[N:10][CH:11]=[CH:12][CH:13]=[C:14]4[C:6]([C:2]4[NH:1][CH:5]=[CH:4][N:3]=4)=[N:7]3)[CH2:54][CH2:53]2)=[CH:48][C:47]=1[C:58]([F:60])([F:59])[F:61], predict the reactants needed to synthesize it. The reactants are: [NH:1]1[CH:5]=[CH:4][N:3]=[C:2]1[C:6]1[C:14]2[C:9](=[N:10][CH:11]=[CH:12][CH:13]=2)[N:8]([CH2:15][C:16]([OH:18])=O)[N:7]=1.CN(C(ON1N=NC2C=CC=CC1=2)=[N+](C)C)C.F[P-](F)(F)(F)(F)F.Cl.Cl.[Cl:45][C:46]1[CH:51]=[CH:50][C:49]([N:52]2[CH2:57][CH2:56][NH:55][CH2:54][CH2:53]2)=[CH:48][C:47]=1[C:58]([F:61])([F:60])[F:59].CCN(C(C)C)C(C)C. (2) The reactants are: [O:1]=[C:2]([C:10]1[O:11][C:12]([C:15]2[CH:20]=[CH:19][CH:18]=[CH:17][N:16]=2)=[CH:13][N:14]=1)[CH2:3][CH2:4][CH2:5][C:6]([O:8]C)=O.[CH2:21]([NH2:28])[C:22]1[CH:27]=[CH:26][CH:25]=[CH:24][CH:23]=1. Given the product [CH2:21]([NH:28][C:6](=[O:8])[CH2:5][CH2:4][CH2:3][C:2](=[O:1])[C:10]1[O:11][C:12]([C:15]2[CH:20]=[CH:19][CH:18]=[CH:17][N:16]=2)=[CH:13][N:14]=1)[C:22]1[CH:27]=[CH:26][CH:25]=[CH:24][CH:23]=1, predict the reactants needed to synthesize it. (3) Given the product [O:15]=[C:14]1[C:25]2[C:20](=[CH:21][CH:22]=[C:23]([C:26]([N:28]3[CH2:29][CH2:30][CH2:31][CH2:32]3)=[O:27])[CH:24]=2)[N:19]=[C:12]([N:9]2[CH:10]=[C:6]([C:4]([OH:3])=[O:5])[CH:7]=[N:8]2)[NH:11]1, predict the reactants needed to synthesize it. The reactants are: C([O:3][C:4]([C:6]1[CH:7]=[N:8][NH:9][CH:10]=1)=[O:5])C.[N:11]([C:14](OCC)=[O:15])=[C:12]=S.[NH2:19][C:20]1[CH:25]=[CH:24][C:23]([C:26]([N:28]2[CH2:32][CH2:31][CH2:30][CH2:29]2)=[O:27])=[CH:22][CH:21]=1.CC(C)N=C=NC(C)C. (4) Given the product [CH:21](=[O:22])[CH2:20][CH2:33][CH2:34][CH2:38][CH2:37][CH2:42][CH2:41][CH2:40][CH3:39].[CH3:1][C@@H:2]([OH:71])[C@@H:3]1[NH:27][C:25](=[O:26])[C@H:24]([CH2:28][CH2:29][CH2:30][CH2:31][NH2:32])[NH:23][C:21](=[O:22])[C@@H:20]([CH2:33][C:34]2[C:38]3[CH:39]=[CH:40][CH:41]=[CH:42][C:37]=3[NH:36][CH:35]=2)[NH:19][C:17](=[O:18])[C@H:16]([CH2:43][C:44]2[CH:49]=[CH:48][CH:47]=[CH:46][CH:45]=2)[NH:15][C:13](=[O:14])[C@@H:12]([NH:50][C:51]([C@H:53]([NH2:61])[CH2:54][C:55]2[CH:60]=[CH:59][CH:58]=[CH:57][CH:56]=2)=[O:52])[CH2:11][S:10][S:9][CH2:8][C@@H:7]([C:62]([NH:64][C@@H:65]([C@H:68]([OH:70])[CH3:69])[CH2:66][OH:67])=[O:63])[NH:6][C:4]1=[O:5], predict the reactants needed to synthesize it. The reactants are: [CH3:1][C@@H:2]([OH:71])[C@@H:3]1[NH:27][C:25](=[O:26])[C@H:24]([CH2:28][CH2:29][CH2:30][CH2:31][NH2:32])[NH:23][C:21](=[O:22])[C@@H:20]([CH2:33][C:34]2[C:38]3[CH:39]=[CH:40][CH:41]=[CH:42][C:37]=3[NH:36][CH:35]=2)[NH:19][C:17](=[O:18])[C@H:16]([CH2:43][C:44]2[CH:45]=[CH:46][CH:47]=[CH:48][CH:49]=2)[NH:15][C:13](=[O:14])[C@@H:12]([NH:50][C:51]([C@H:53]([NH2:61])[CH2:54][C:55]2[CH:56]=[CH:57][CH:58]=[CH:59][CH:60]=2)=[O:52])[CH2:11][S:10][S:9][CH2:8][C@@H:7]([C:62]([NH:64][C@@H:65]([C@H:68]([OH:70])[CH3:69])[CH2:66][OH:67])=[O:63])[NH:6][C:4]1=[O:5].C(=O)CCCCCCCCC. (5) Given the product [CH3:17][C:18]1[C:26](/[CH:10]=[CH:11]/[CH3:12])=[CH:25][CH:24]=[C:23]2[C:19]=1[CH2:20][O:21][C:22]2=[O:35], predict the reactants needed to synthesize it. The reactants are: [O-]P([O-])([O-])=O.[K+].[K+].[K+].[B-](F)(F)(F)/[CH:10]=[CH:11]/[CH3:12].[K+].[CH3:17][C:18]1[C:26](OS(C(F)(F)F)(=O)=O)=[CH:25][CH:24]=[C:23]2[C:19]=1[CH2:20][O:21][C:22]2=[O:35].